This data is from Forward reaction prediction with 1.9M reactions from USPTO patents (1976-2016). The task is: Predict the product of the given reaction. (1) Given the reactants [C:1]1([C:7]2[CH:12]=[CH:11][C:10]([CH2:13][CH2:14][C:15]([OH:17])=O)=[CH:9][CH:8]=2)[CH:6]=[CH:5][CH:4]=[CH:3][CH:2]=1.CCN(CC)CC.CN(C(ON1N=NC2C=CC=CC1=2)=[N+](C)C)C.[B-](F)(F)(F)F.C1(C)C=CC(S([O-])(=O)=O)=CC=1.[CH3:58][C@H:59]1[C@H:62]([NH3+:63])[C:61](=[O:64])[NH:60]1, predict the reaction product. The product is: [CH3:58][C@H:59]1[C@H:62]([NH:63][C:15](=[O:17])[CH2:14][CH2:13][C:10]2[CH:9]=[CH:8][C:7]([C:1]3[CH:2]=[CH:3][CH:4]=[CH:5][CH:6]=3)=[CH:12][CH:11]=2)[C:61](=[O:64])[NH:60]1. (2) Given the reactants [Cl:1][C:2]1[CH:40]=[CH:39][CH:38]=[C:37]([Cl:41])[C:3]=1[CH2:4][C:5]1[N:15]=[C:14]([NH:16][C:17]2[CH:22]=[CH:21][C:20]([N:23]3[CH2:28][CH2:27][N:26](C(OC(C)(C)C)=O)[CH2:25][CH2:24]3)=[CH:19][C:18]=2[F:36])[C:8]2=[C:9]([OH:13])[N:10]=[N:11][CH:12]=[C:7]2[CH:6]=1.FC(F)(F)C(O)=O, predict the reaction product. The product is: [Cl:1][C:2]1[CH:40]=[CH:39][CH:38]=[C:37]([Cl:41])[C:3]=1[CH2:4][C:5]1[N:15]=[C:14]([NH:16][C:17]2[CH:22]=[CH:21][C:20]([N:23]3[CH2:24][CH2:25][NH:26][CH2:27][CH2:28]3)=[CH:19][C:18]=2[F:36])[C:8]2[C:9](=[O:13])[NH:10][N:11]=[CH:12][C:7]=2[CH:6]=1.